From a dataset of Full USPTO retrosynthesis dataset with 1.9M reactions from patents (1976-2016). Predict the reactants needed to synthesize the given product. (1) Given the product [CH2:1]([N:3]([CH2:8][CH3:9])[CH2:4][CH2:5][CH2:6][Cl:12])[CH3:2], predict the reactants needed to synthesize it. The reactants are: [CH2:1]([N:3]([CH2:8][CH3:9])[CH2:4][CH2:5][CH2:6]O)[CH3:2].S(Cl)([Cl:12])=O. (2) Given the product [CH:27]([OH:29])=[O:28].[CH3:36][N:25]([C:21]1[C:20]([NH2:26])=[N:19][C:18]([N:11]2[C:12]3[C:17](=[CH:16][CH:15]=[CH:14][CH:13]=3)[C:9]([NH:8][C:3]3[CH:4]=[CH:5][CH:6]=[CH:7][C:2]=3[F:1])=[N:10]2)=[N:23][C:22]=1[NH2:24])[C:27](=[O:28])[OH:31], predict the reactants needed to synthesize it. The reactants are: [F:1][C:2]1[CH:7]=[CH:6][CH:5]=[CH:4][C:3]=1[NH:8][C:9]1[C:17]2[C:12](=[CH:13][CH:14]=[CH:15][CH:16]=2)[N:11]([C:18]2[N:23]=[C:22]([NH2:24])[C:21]([NH2:25])=[C:20]([NH2:26])[N:19]=2)[N:10]=1.[C:27]([O:31]C(OC)=O)([O:29]C)=[O:28].[CH3:36]C(O)C. (3) Given the product [NH:1]1[C:5]2[CH:6]=[CH:7][CH:8]=[CH:9][C:4]=2[N:3]=[C:2]1[C:10]1[CH:11]=[C:12]([NH:13][C:25]([C:24]2[CH:23]=[CH:22][C:21]([C:28]3[CH:33]=[CH:32][C:31]([C:34]([F:35])([F:36])[F:37])=[CH:30][CH:29]=3)=[CH:20][C:19]=2[CH3:18])=[O:26])[CH:14]=[CH:15][C:16]=1[CH3:17], predict the reactants needed to synthesize it. The reactants are: [NH:1]1[C:5]2[CH:6]=[CH:7][CH:8]=[CH:9][C:4]=2[N:3]=[C:2]1[C:10]1[CH:11]=[C:12]([CH:14]=[CH:15][C:16]=1[CH3:17])[NH2:13].[CH3:18][C:19]1[CH:20]=[C:21]([C:28]2[CH:33]=[CH:32][C:31]([C:34]([F:37])([F:36])[F:35])=[CH:30][CH:29]=2)[CH:22]=[CH:23][C:24]=1[C:25](O)=[O:26]. (4) Given the product [F:14][C:13]([F:16])([F:15])[O:12][C:6]1[CH:7]=[CH:8][C:9]([C:29]2[CH:30]=[CH:31][C:26]3[N:27]([C:23]([C:22]([F:36])([F:35])[F:21])=[N:24][N:25]=3)[CH:28]=2)=[CH:10][C:5]=1[C:4]1[O:3][CH:1]=[N:19][N:20]=1, predict the reactants needed to synthesize it. The reactants are: [CH2:1]([O:3][C:4](=O)[C:5]1[CH:10]=[C:9](Br)[CH:8]=[CH:7][C:6]=1[O:12][C:13]([F:16])([F:15])[F:14])C.O.[NH2:19][NH2:20].[F:21][C:22]([F:36])([F:35])[C:23]1[N:27]2[CH:28]=[C:29](B(O)O)[CH:30]=[CH:31][C:26]2=[N:25][N:24]=1. (5) Given the product [Cl:23][C:22]1[CH:21]=[C:11]([CH:10]=[C:9]([Cl:24])[C:8]=1[O:7][C:6]1[CH:25]=[CH:26][C:27]([OH:28])=[C:4]([CH:1]([CH3:2])[CH3:3])[CH:5]=1)[CH:12]=[N:13][O:14][CH2:15][C:16]([OH:18])=[O:17], predict the reactants needed to synthesize it. The reactants are: [CH:1]([C:4]1[CH:5]=[C:6]([CH:25]=[CH:26][C:27]=1[O:28]C)[O:7][C:8]1[C:22]([Cl:23])=[CH:21][C:11]([CH:12]=[N:13][O:14][CH2:15][C:16]([O:18]CC)=[O:17])=[CH:10][C:9]=1[Cl:24])([CH3:3])[CH3:2].B(Br)(Br)Br. (6) The reactants are: [C:1]([CH2:3][C:4]([C@@H:6]1[CH2:10][CH2:9][CH2:8][N:7]1[C:11]([O:13][C:14]([CH3:17])([CH3:16])[CH3:15])=[O:12])=O)#[N:2].[CH3:18][NH:19][NH2:20]. Given the product [NH2:2][C:1]1[N:19]([CH3:18])[N:20]=[C:4]([C@@H:6]2[CH2:10][CH2:9][CH2:8][N:7]2[C:11]([O:13][C:14]([CH3:17])([CH3:16])[CH3:15])=[O:12])[CH:3]=1, predict the reactants needed to synthesize it.